The task is: Binary Classification. Given a drug SMILES string, predict its activity (active/inactive) in a high-throughput screening assay against a specified biological target.. This data is from HIV replication inhibition screening data with 41,000+ compounds from the AIDS Antiviral Screen. (1) The compound is Nc1nc(N)c2nnsc2n1. The result is 0 (inactive). (2) The drug is Clc1ccc(COC(Cn2ccnc2)c2ccc(Cl)cc2Cl)cc1. The result is 0 (inactive).